Dataset: Catalyst prediction with 721,799 reactions and 888 catalyst types from USPTO. Task: Predict which catalyst facilitates the given reaction. (1) Reactant: CC(C)=O.[CH3:5][O:6][C:7]1[CH:8]=[CH:9][CH:10]=[CH:11][C:12]=1[O:13][CH2:14][CH2:15][NH:16][CH2:17][CH:18]([OH:34])[CH2:19][O:20][C:21]1[CH:22]=[CH:23][CH:24]=[C:25]2[NH:33][C:32]3[CH:31]=[CH:30][CH:29]=[CH:28][C:27]=3[C:26]=12.[C:35]([OH:40])(=[O:39])[C@H:36]([CH3:38])[OH:37]. Product: [CH3:5][O:6][C:7]1[CH:8]=[CH:9][CH:10]=[CH:11][C:12]=1[O:13][CH2:14][CH2:15][NH:16][CH2:17][CH:18]([OH:34])[CH2:19][O:20][C:21]1[CH:22]=[CH:23][CH:24]=[C:25]2[NH:33][C:32]3[CH:31]=[CH:30][CH:29]=[CH:28][C:27]=3[C:26]=12.[C:35]([O-:40])(=[O:39])[CH:36]([CH3:38])[OH:37]. The catalyst class is: 6. (2) Reactant: [N+:1]([C:4]1[CH:9]=[CH:8][C:7]([CH2:10][C:11]([NH:13][NH2:14])=[O:12])=[CH:6][CH:5]=1)([O-:3])=[O:2].[C:15](OC)(OC)(OC)[CH2:16][CH2:17][CH3:18].CS(O)(=O)=O.O1CCCC1. Product: [N+:1]([C:4]1[CH:5]=[CH:6][C:7]([CH2:10][C:11]2[O:12][C:15]([CH2:16][CH2:17][CH3:18])=[N:14][N:13]=2)=[CH:8][CH:9]=1)([O-:3])=[O:2]. The catalyst class is: 6. (3) Reactant: [NH:1]1[CH2:4][CH:3]([C:5]([OH:7])=[O:6])[CH2:2]1.[OH-].[Na+].COC(OC)OC.[Cl:17][C:18]1[CH:23]=[CH:22][C:21]([CH2:24][CH2:25][CH2:26][O:27][C:28]2[CH:29]=[C:30]3[C:35](=[CH:36][CH:37]=2)[CH:34]=[C:33]([CH:38]=O)[CH2:32][CH2:31]3)=[CH:20][CH:19]=1.[BH4-].[Na+].Cl.C(OCC)(=O)C. Product: [Cl:17][C:18]1[CH:19]=[CH:20][C:21]([CH2:24][CH2:25][CH2:26][O:27][C:28]2[CH:29]=[C:30]3[C:35](=[CH:36][CH:37]=2)[CH:34]=[C:33]([CH2:38][N:1]2[CH2:4][CH:3]([C:5]([OH:7])=[O:6])[CH2:2]2)[CH2:32][CH2:31]3)=[CH:22][CH:23]=1. The catalyst class is: 111. (4) Reactant: [Br:1][C:2]1[CH:7]=[CH:6][C:5]([CH2:8][C:9]([OH:11])=O)=[CH:4][CH:3]=1.[CH3:12][C:13]1[N:18]=[C:17]([NH2:19])[CH:16]=[C:15]([C:20]([F:23])([F:22])[F:21])[CH:14]=1.CN1CCOCC1.C[N+]1(C2N=C(OC)N=C(OC)N=2)CCOCC1.[Cl-]. Product: [Br:1][C:2]1[CH:3]=[CH:4][C:5]([CH2:8][C:9]([NH:19][C:17]2[CH:16]=[C:15]([C:20]([F:22])([F:21])[F:23])[CH:14]=[C:13]([CH3:12])[N:18]=2)=[O:11])=[CH:6][CH:7]=1. The catalyst class is: 49. (5) Reactant: [CH2:1]([O:3][C:4]1[C:8]([CH2:9][CH2:10][CH2:11][OH:12])=[CH:7][N:6]([C:13]2[CH:18]=[CH:17][C:16]([C:19]([F:22])([F:21])[F:20])=[CH:15][CH:14]=2)[N:5]=1)[CH3:2].O[C:24]1[CH:29]=[CH:28][C:27]([CH2:30][CH2:31][C:32]([O:34]CC)=[O:33])=[CH:26][C:25]=1[O:37][CH3:38].C(P(CCCC)CCCC)CCC.N(C(N1CCCCC1)=O)=NC(N1CCCCC1)=O. Product: [CH2:1]([O:3][C:4]1[C:8]([CH2:9][CH2:10][CH2:11][O:12][C:24]2[CH:29]=[CH:28][C:27]([CH2:30][CH2:31][C:32]([OH:34])=[O:33])=[CH:26][C:25]=2[O:37][CH3:38])=[CH:7][N:6]([C:13]2[CH:18]=[CH:17][C:16]([C:19]([F:21])([F:22])[F:20])=[CH:15][CH:14]=2)[N:5]=1)[CH3:2]. The catalyst class is: 7.